This data is from Peptide-MHC class I binding affinity with 185,985 pairs from IEDB/IMGT. The task is: Regression. Given a peptide amino acid sequence and an MHC pseudo amino acid sequence, predict their binding affinity value. This is MHC class I binding data. (1) The peptide sequence is NGYIEGKL. The MHC is H-2-Kb with pseudo-sequence H-2-Kb. The binding affinity (normalized) is 0.0735. (2) The peptide sequence is TLRFKTKAL. The MHC is HLA-B27:05 with pseudo-sequence HLA-B27:05. The binding affinity (normalized) is 0.340. (3) The peptide sequence is KAVRGDLNF. The MHC is HLA-B07:02 with pseudo-sequence HLA-B07:02. The binding affinity (normalized) is 0.0847. (4) The peptide sequence is YKDANISMY. The MHC is HLA-A03:01 with pseudo-sequence HLA-A03:01. The binding affinity (normalized) is 0.0847. (5) The peptide sequence is VKMPTHRHI. The MHC is HLA-A24:02 with pseudo-sequence HLA-A24:02. The binding affinity (normalized) is 0. (6) The MHC is HLA-A33:01 with pseudo-sequence HLA-A33:01. The binding affinity (normalized) is 0.265. The peptide sequence is GLALYYPSAR.